This data is from Forward reaction prediction with 1.9M reactions from USPTO patents (1976-2016). The task is: Predict the product of the given reaction. (1) Given the reactants [Cl:1][C:2]1[O:12][C:5]2=[C:6]([NH2:11])[N:7]=[CH:8][C:9](I)=[C:4]2[CH:3]=1.CC1(C)C(C)(C)OB([C:21]2[CH:22]=[N:23][N:24]([CH:26]3[CH2:31][CH2:30][N:29]([C:32]([O:34][C:35]([CH3:38])([CH3:37])[CH3:36])=[O:33])[CH2:28][CH2:27]3)[CH:25]=2)O1, predict the reaction product. The product is: [C:35]([O:34][C:32]([N:29]1[CH2:28][CH2:27][CH:26]([N:24]2[CH:25]=[C:21]([C:9]3[CH:8]=[N:7][C:6]([NH2:11])=[C:5]4[O:12][C:2]([Cl:1])=[CH:3][C:4]=34)[CH:22]=[N:23]2)[CH2:31][CH2:30]1)=[O:33])([CH3:38])([CH3:36])[CH3:37]. (2) Given the reactants [CH3:1][C@H:2]1[CH2:6][CH2:5][CH2:4][N:3]1[C:7]1[N:12]=[C:11]([NH:13][C:14]2[C:15]3[N:16]([CH:29]=[CH:30][N:31]=3)[N:17]=[C:18]([C:20]3[CH:28]=[CH:27][C:23]([C:24]([OH:26])=O)=[CH:22][CH:21]=3)[CH:19]=2)[CH:10]=[CH:9][CH:8]=1.C1C=CC2N(O)N=[N:38]C=2C=1.CCN(CC)CC.CCN=C=NCCCN(C)C.N, predict the reaction product. The product is: [CH3:1][C@H:2]1[CH2:6][CH2:5][CH2:4][N:3]1[C:7]1[N:12]=[C:11]([NH:13][C:14]2[C:15]3[N:16]([CH:29]=[CH:30][N:31]=3)[N:17]=[C:18]([C:20]3[CH:21]=[CH:22][C:23]([C:24]([NH2:38])=[O:26])=[CH:27][CH:28]=3)[CH:19]=2)[CH:10]=[CH:9][CH:8]=1.